Predict the product of the given reaction. From a dataset of Forward reaction prediction with 1.9M reactions from USPTO patents (1976-2016). (1) Given the reactants Br[C:2]1[N:3]=[CH:4][N:5]([C:7]2[N:12]=[C:11]([C:13]([F:16])([F:15])[F:14])[CH:10]=[C:9]([C:17]3[CH:22]=[CH:21][C:20]([C:23]([F:26])([F:25])[F:24])=[CH:19][CH:18]=3)[N:8]=2)[CH:6]=1.[NH2:27][C:28]1[CH:33]=[CH:32][C:31](B2OC(C)(C)C(C)(C)O2)=[CH:30][N:29]=1, predict the reaction product. The product is: [F:14][C:13]([F:16])([F:15])[C:11]1[CH:10]=[C:9]([C:17]2[CH:22]=[CH:21][C:20]([C:23]([F:26])([F:25])[F:24])=[CH:19][CH:18]=2)[N:8]=[C:7]([N:5]2[CH:6]=[C:2]([C:31]3[CH:32]=[CH:33][C:28]([NH2:27])=[N:29][CH:30]=3)[N:3]=[CH:4]2)[N:12]=1. (2) Given the reactants [C:1]1(=O)[C:10]2[C:5](=[CH:6][CH:7]=[CH:8][CH:9]=2)[CH2:4][C@@H:3]([C:11]([OH:13])=[O:12])[NH:2]1.[N+:15]([O-])([O-:17])=[O:16].[K+], predict the reaction product. The product is: [N+:15]([C:8]1[CH:9]=[C:10]2[C:5]([CH2:4][C@@H:3]([C:11]([OH:13])=[O:12])[NH:2][CH2:1]2)=[CH:6][CH:7]=1)([O-:17])=[O:16]. (3) Given the reactants C(N(CC)CC)C.[CH3:8][O:9][C:10]1[CH:18]=[CH:17][C:13]([C:14](Cl)=[O:15])=[CH:12][CH:11]=1.[CH2:19]([O:26][C:27]1[C:28]([CH3:36])=[C:29]([CH3:35])[C:30]([NH2:34])=[N:31][C:32]=1[CH3:33])[C:20]1[CH:25]=[CH:24][CH:23]=[CH:22][CH:21]=1, predict the reaction product. The product is: [CH2:19]([O:26][C:27]1[C:28]([CH3:36])=[C:29]([CH3:35])[C:30]([NH:34][C:14](=[O:15])[C:13]2[CH:17]=[CH:18][C:10]([O:9][CH3:8])=[CH:11][CH:12]=2)=[N:31][C:32]=1[CH3:33])[C:20]1[CH:21]=[CH:22][CH:23]=[CH:24][CH:25]=1. (4) Given the reactants Br[C:2]1[CH:7]=[CH:6][C:5](/[CH:8]=[CH:9]/[C:10]2[N:11]([CH2:23][C:24]3[CH:29]=[CH:28][C:27]([NH:30][S:31]([CH3:34])(=[O:33])=[O:32])=[CH:26][CH:25]=3)[CH:12]=[C:13]([C:15]3[CH:20]=[CH:19][C:18]([Cl:21])=[CH:17][C:16]=3[Cl:22])[N:14]=2)=[CH:4][CH:3]=1.[F:35][C:36]([F:47])([F:46])[C:37]1[CH:42]=[CH:41][C:40](B(O)O)=[CH:39][CH:38]=1, predict the reaction product. The product is: [Cl:22][C:16]1[CH:17]=[C:18]([Cl:21])[CH:19]=[CH:20][C:15]=1[C:13]1[N:14]=[C:10](/[CH:9]=[CH:8]/[C:5]2[CH:6]=[CH:7][C:2]([C:40]3[CH:41]=[CH:42][C:37]([C:36]([F:47])([F:46])[F:35])=[CH:38][CH:39]=3)=[CH:3][CH:4]=2)[N:11]([CH2:23][C:24]2[CH:29]=[CH:28][C:27]([NH:30][S:31]([CH3:34])(=[O:33])=[O:32])=[CH:26][CH:25]=2)[CH:12]=1. (5) Given the reactants [Cl:1][C:2]1[CH:3]=[CH:4][C:5]2[N:11]([CH3:12])[C:10](=[O:13])[CH2:9][NH:8][C:7](=O)[C:6]=2[CH:15]=1.CCN(CC)CC.O=P(Cl)(Cl)[Cl:25], predict the reaction product. The product is: [Cl:25][C:7]1[C:6]2[CH:15]=[C:2]([Cl:1])[CH:3]=[CH:4][C:5]=2[N:11]([CH3:12])[C:10](=[O:13])[CH2:9][N:8]=1.